Dataset: Full USPTO retrosynthesis dataset with 1.9M reactions from patents (1976-2016). Task: Predict the reactants needed to synthesize the given product. (1) Given the product [NH:20]1[CH:24]=[C:23]([C:25]2[C:26]([NH2:32])=[N:27][C:28]([NH2:31])=[CH:29][CH:30]=2)[CH:22]=[N:21]1, predict the reactants needed to synthesize it. The reactants are: C([N:20]1[CH:24]=[C:23]([C:25]2[C:26]([NH2:32])=[N:27][C:28]([NH2:31])=[CH:29][CH:30]=2)[CH:22]=[N:21]1)(C1C=CC=CC=1)(C1C=CC=CC=1)C1C=CC=CC=1.FC(F)(F)C(O)=O. (2) Given the product [ClH:1].[Cl:1][C:2]1[CH:3]=[C:4]([CH:25]=[CH:26][CH:27]=1)[CH2:5][N:6]1[C:14]([CH3:15])=[C:13]2[C:8]([CH:9]=[C:10]([N:16]([CH3:17])[C:18]3[CH:23]=[CH:22][N:21]=[C:20]([NH:28][C:29]4[CH:30]=[C:31]([S:35]([NH2:38])(=[O:36])=[O:37])[CH:32]=[CH:33][CH:34]=4)[N:19]=3)[CH:11]=[CH:12]2)=[N:7]1, predict the reactants needed to synthesize it. The reactants are: [Cl:1][C:2]1[CH:3]=[C:4]([CH:25]=[CH:26][CH:27]=1)[CH2:5][N:6]1[C:14]([CH3:15])=[C:13]2[C:8]([CH:9]=[C:10]([N:16]([C:18]3[CH:23]=[CH:22][N:21]=[C:20](Cl)[N:19]=3)[CH3:17])[CH:11]=[CH:12]2)=[N:7]1.[NH2:28][C:29]1[CH:30]=[C:31]([S:35]([NH2:38])(=[O:37])=[O:36])[CH:32]=[CH:33][CH:34]=1. (3) The reactants are: O[C:2]1[CH:7]=[C:6]([CH2:8][CH2:9][CH2:10][O:11][CH3:12])[N:5]=[C:4]([N:13]2[CH2:17][CH2:16][CH2:15][CH:14]2[C:18]2[O:22][N:21]=[C:20]([C:23]3[CH:28]=[CH:27][CH:26]=[CH:25][N:24]=3)[CH:19]=2)[N:3]=1.[NH2:29][C:30]1[CH:34]=[C:33]([CH3:35])[NH:32][N:31]=1. Given the product [CH3:12][O:11][CH2:10][CH2:9][CH2:8][C:6]1[N:5]=[C:4]([N:13]2[CH2:17][CH2:16][CH2:15][CH:14]2[C:18]2[O:22][N:21]=[C:20]([C:23]3[CH:28]=[CH:27][CH:26]=[CH:25][N:24]=3)[CH:19]=2)[N:3]=[C:2]([NH:29][C:30]2[CH:34]=[C:33]([CH3:35])[NH:32][N:31]=2)[CH:7]=1, predict the reactants needed to synthesize it. (4) Given the product [F:1][C:2]1[CH:3]=[C:4]([C:15]#[C:16][C:17]2[CH:42]=[CH:41][C:20]([C:21]([N:23]([CH3:40])[C@@:24]([CH3:39])([C:25]([NH:27][CH3:28])=[O:26])[C:29]([NH:31][OH:32])=[O:30])=[O:22])=[CH:19][CH:18]=2)[CH:5]=[CH:6][C:7]=1[CH:8]([OH:14])[CH2:9][O:10][CH2:11][CH2:12][OH:13], predict the reactants needed to synthesize it. The reactants are: [F:1][C:2]1[CH:3]=[C:4]([C:15]#[C:16][C:17]2[CH:42]=[CH:41][C:20]([C:21]([N:23]([CH3:40])[C@:24]([CH3:39])([C:29]([NH:31][O:32]C3CCCCO3)=[O:30])[C:25]([NH:27][CH3:28])=[O:26])=[O:22])=[CH:19][CH:18]=2)[CH:5]=[CH:6][C:7]=1[CH:8]([OH:14])[CH2:9][O:10][CH2:11][CH2:12][OH:13].CO.O.C1(C)C=CC(S(O)(=O)=O)=CC=1.C(=O)([O-])O.[Na+]. (5) Given the product [Cl:1][C:2]1[CH:10]=[C:9]2[C:5]([C:6]([C:11](=[O:16])[C:12]([F:13])([F:14])[F:15])=[CH:7][N:8]2[CH:24]([CH3:26])[CH3:25])=[CH:4][CH:3]=1, predict the reactants needed to synthesize it. The reactants are: [Cl:1][C:2]1[CH:10]=[C:9]2[C:5]([C:6]([C:11](=[O:16])[C:12]([F:15])([F:14])[F:13])=[CH:7][NH:8]2)=[CH:4][CH:3]=1.C(=O)([O-])[O-].[K+].[K+].I[CH:24]([CH3:26])[CH3:25]. (6) Given the product [CH3:1][O:2][C@H:3]1[CH2:11][C:10]2[C:5](=[CH:6][CH:7]=[CH:8][CH:9]=2)[C@H:4]1[NH2:12], predict the reactants needed to synthesize it. The reactants are: [CH3:1][O:2][C@H:3]1[CH2:11][C:10]2[C:5](=[CH:6][CH:7]=[CH:8][CH:9]=2)[C@H:4]1[NH:12]C(=O)OC(C)(C)C.Cl.C([O-])([O-])=O.[Na+].[Na+]. (7) Given the product [C:1]([C:3]1[C:4]([CH:19]([C:20]2[CH:29]=[CH:28][C:27]3[C:22](=[CH:23][CH:24]=[CH:25][CH:26]=3)[CH:21]=2)[CH3:30])=[C:5]([C:14]([O:16][CH2:17][CH3:18])=[O:15])[S:6][C:7]=1[N:8]1[CH2:13][CH2:12][O:11][CH2:10][CH2:9]1)#[N:2], predict the reactants needed to synthesize it. The reactants are: [C:1]([C:3]1[C:4]([CH2:19][C:20]2[CH:29]=[CH:28][C:27]3[C:22](=[CH:23][CH:24]=[CH:25][CH:26]=3)[CH:21]=2)=[C:5]([C:14]([O:16][CH2:17][CH3:18])=[O:15])[S:6][C:7]=1[N:8]1[CH2:13][CH2:12][O:11][CH2:10][CH2:9]1)#[N:2].[CH3:30]I. (8) Given the product [CH3:10][O:8][C:7]([C:2]1([CH3:1])[CH2:6][CH2:5][NH:4][CH2:3]1)=[O:9], predict the reactants needed to synthesize it. The reactants are: [CH3:1][C:2]1([C:7]([OH:9])=[O:8])[CH2:6][CH2:5][NH:4][CH2:3]1.[CH3:10][Si](Cl)(C)C. (9) Given the product [N:21]1([C:14]2[CH:13]=[C:12]([C:9]3[CH:10]=[CH:11][C:6]([N:1]4[CH:5]=[CH:4][CH:3]=[CH:2]4)=[CH:7][CH:8]=3)[C:5]3[C:4]4[C:30](=[CH:29][CH:33]=[CH:2][CH:3]=4)[CH2:31][C:16]=3[C:15]=2[C:19]#[N:20])[CH2:26][CH2:25][CH2:24][CH2:23][CH2:22]1, predict the reactants needed to synthesize it. The reactants are: [N:1]1([C:6]2[CH:11]=[CH:10][C:9]([C:12]3O[C:16](=O)[C:15]([C:19]#[N:20])=[C:14]([N:21]4[CH2:26][CH2:25][CH2:24][CH2:23][CH2:22]4)[CH:13]=3)=[CH:8][CH:7]=2)[CH:5]=[CH:4][CH:3]=[CH:2]1.[H-].[Na+].[CH2:29]1[CH2:33]O[CH2:31][CH2:30]1. (10) Given the product [Br:24][C:22]1[CH:21]=[CH:20][C:19]2=[C:10]([CH2:9][C:1]#[N:2])[CH:11]=[C:12]3[C:17]([C:16](=[O:25])[NH:15][CH:14]=[CH:13]3)=[C:18]2[CH:23]=1, predict the reactants needed to synthesize it. The reactants are: [C-:1]#[N:2].[Na+].CS(O[CH2:9][C:10]1[CH:11]=[C:12]2[C:17](=[C:18]3[CH:23]=[C:22]([Br:24])[CH:21]=[CH:20][C:19]=13)[C:16](=[O:25])[NH:15][CH:14]=[CH:13]2)(=O)=O.O.